This data is from Catalyst prediction with 721,799 reactions and 888 catalyst types from USPTO. The task is: Predict which catalyst facilitates the given reaction. Product: [OH:81][C:77]1[C:68]2[CH2:69][C@@H:70]3[C:74]([CH3:76])([CH3:75])[C@:66]([CH3:65])([C:67]=2[CH:80]=[CH:79][CH:78]=1)[CH2:73][CH2:72][N:71]3[C:47]([C:48]1[CH:49]=[CH:50][CH:51]=[CH:52][CH:53]=1)=[O:55]. Reactant: F[B-](F)(F)F.N1(OC(N(C)C)=[N+](C)C)C2C=CC=CC=2N=N1.F[P-](F)(F)(F)(F)F.C[N+](C)=C(N(C)C)ON1C2N=CC=CC=2N=N1.[C:47]([OH:55])(=O)[C:48]1[CH:53]=[CH:52][CH:51]=[CH:50][CH:49]=1.C(N(C(C)C)C(C)C)C.[CH3:65][C@:66]12[C:74]([CH3:76])([CH3:75])[C@H:70]([NH:71][CH2:72][CH2:73]1)[CH2:69][C:68]1[C:77]([OH:81])=[CH:78][CH:79]=[CH:80][C:67]2=1. The catalyst class is: 139.